From a dataset of Full USPTO retrosynthesis dataset with 1.9M reactions from patents (1976-2016). Predict the reactants needed to synthesize the given product. (1) Given the product [CH3:1][C:2]([CH3:32])([CH3:31])[C:3]([N:5]1[C:9]([CH2:16][CH2:17][NH:18][S:19]([CH2:22][CH2:23][NH:35][CH2:33][CH3:34])(=[O:21])=[O:20])([C:10]2[CH:15]=[CH:14][CH:13]=[CH:12][CH:11]=2)[S:8][C:7]([NH:24][C:25](=[O:30])[C:26]([CH3:29])([CH3:28])[CH3:27])=[N:6]1)=[O:4], predict the reactants needed to synthesize it. The reactants are: [CH3:1][C:2]([CH3:32])([CH3:31])[C:3]([N:5]1[C:9]([CH2:16][CH2:17][NH:18][S:19]([CH:22]=[CH2:23])(=[O:21])=[O:20])([C:10]2[CH:15]=[CH:14][CH:13]=[CH:12][CH:11]=2)[S:8][C:7]([NH:24][C:25](=[O:30])[C:26]([CH3:29])([CH3:28])[CH3:27])=[N:6]1)=[O:4].[CH2:33]([NH2:35])[CH3:34]. (2) Given the product [C:48]([C:44]1[CH:45]=[C:46]2[C:41](=[CH:42][CH:43]=1)[C:40](=[O:52])[N:39]([C:25]1[CH:26]=[CH:27][CH:28]=[C:29]([C:2]3[N:3]=[C:4]([NH:10][C:11]4[CH:12]=[N:13][N:14]([CH:16]5[CH2:18][CH2:17]5)[CH:15]=4)[C:5](=[O:9])[N:6]([CH3:8])[CH:7]=3)[C:24]=1[CH2:23][OH:22])[CH2:47]2)([CH3:51])([CH3:49])[CH3:50], predict the reactants needed to synthesize it. The reactants are: Br[C:2]1[N:3]=[C:4]([NH:10][C:11]2[CH:12]=[N:13][N:14]([CH:16]3[CH2:18][CH2:17]3)[CH:15]=2)[C:5](=[O:9])[N:6]([CH3:8])[CH:7]=1.C([O:22][CH2:23][C:24]1[C:29](B2OC(C)(C)C(C)(C)O2)=[CH:28][CH:27]=[CH:26][C:25]=1[N:39]1[CH2:47][C:46]2[C:41](=[CH:42][CH:43]=[C:44]([C:48]([CH3:51])([CH3:50])[CH3:49])[CH:45]=2)[C:40]1=[O:52])(=O)C. (3) Given the product [CH2:20]([C@H:12]1[N:11]([CH:22]([CH3:23])[CH3:24])[C:10]2[N:9]=[C:8]([C:7]3[CH:6]=[CH:5][N:4]=[CH:3][C:2]=3[NH:1][C:28](=[O:29])[CH2:27][C:26]([CH3:32])([CH3:31])[CH3:25])[N:17]=[CH:16][C:15]=2[N:14]([CH3:18])[C:13]1=[O:19])[CH3:21], predict the reactants needed to synthesize it. The reactants are: [NH2:1][C:2]1[CH:3]=[N:4][CH:5]=[CH:6][C:7]=1[C:8]1[N:17]=[CH:16][C:15]2[N:14]([CH3:18])[C:13](=[O:19])[C@@H:12]([CH2:20][CH3:21])[N:11]([CH:22]([CH3:24])[CH3:23])[C:10]=2[N:9]=1.[CH3:25][C:26]([CH3:32])([CH3:31])[CH2:27][C:28](O)=[O:29].C(O)(C(F)(F)F)=O. (4) Given the product [CH3:17][C:5]1[CH:4]=[C:3]([CH:8]=[CH:7][C:6]=1[CH2:9][CH:10]=[O:11])[C:1]#[N:2], predict the reactants needed to synthesize it. The reactants are: [C:1]([C:3]1[CH:8]=[CH:7][C:6]([CH:9]2[O:11][CH:10]2C(OCC)=O)=[C:5]([CH3:17])[CH:4]=1)#[N:2].CC[O-].[Na+].O. (5) Given the product [Cl:1][C:2]1[N:3]=[CH:4][N:5]=[C:6]([O:9][C:10]2[CH:11]=[CH:12][C:13]([CH2:14][C:20]([O:21][CH3:26])=[O:23])=[CH:18][CH:19]=2)[CH:7]=1, predict the reactants needed to synthesize it. The reactants are: [Cl:1][C:2]1[CH:7]=[C:6](Cl)[N:5]=[CH:4][N:3]=1.[OH:9][C:10]1[CH:19]=[CH:18][C:13]([C:14](OC)=O)=[CH:12][CH:11]=1.[C:20](=[O:23])([O-])[O-:21].[K+].[K+].[C:26](#N)C. (6) Given the product [CH2:1]([O:3][C:4](=[O:18])[NH:5][C:6]1[C:7]([C:24]#[C:23][Si:20]([CH3:22])([CH3:21])[CH3:19])=[CH:8][CH:9]=[CH:10][C:11]=1[O:12][C:13]([F:16])([F:15])[F:14])[CH3:2], predict the reactants needed to synthesize it. The reactants are: [CH2:1]([O:3][C:4](=[O:18])[NH:5][C:6]1[C:11]([O:12][C:13]([F:16])([F:15])[F:14])=[CH:10][CH:9]=[CH:8][C:7]=1I)[CH3:2].[CH3:19][Si:20]([C:23]#[CH:24])([CH3:22])[CH3:21].